From a dataset of NCI-60 drug combinations with 297,098 pairs across 59 cell lines. Regression. Given two drug SMILES strings and cell line genomic features, predict the synergy score measuring deviation from expected non-interaction effect. (1) Drug 1: CCC1=CC2CC(C3=C(CN(C2)C1)C4=CC=CC=C4N3)(C5=C(C=C6C(=C5)C78CCN9C7C(C=CC9)(C(C(C8N6C)(C(=O)OC)O)OC(=O)C)CC)OC)C(=O)OC.C(C(C(=O)O)O)(C(=O)O)O. Drug 2: C1C(C(OC1N2C=C(C(=O)NC2=O)F)CO)O. Cell line: U251. Synergy scores: CSS=48.5, Synergy_ZIP=-4.55, Synergy_Bliss=-7.16, Synergy_Loewe=-5.49, Synergy_HSA=-2.74. (2) Drug 1: CC1C(C(CC(O1)OC2CC(OC(C2O)C)OC3=CC4=CC5=C(C(=O)C(C(C5)C(C(=O)C(C(C)O)O)OC)OC6CC(C(C(O6)C)O)OC7CC(C(C(O7)C)O)OC8CC(C(C(O8)C)O)(C)O)C(=C4C(=C3C)O)O)O)O. Drug 2: CN(CC1=CN=C2C(=N1)C(=NC(=N2)N)N)C3=CC=C(C=C3)C(=O)NC(CCC(=O)O)C(=O)O. Cell line: HOP-62. Synergy scores: CSS=41.0, Synergy_ZIP=-5.15, Synergy_Bliss=-6.34, Synergy_Loewe=-3.86, Synergy_HSA=-4.16. (3) Drug 2: CC1=C(C=C(C=C1)NC(=O)C2=CC=C(C=C2)CN3CCN(CC3)C)NC4=NC=CC(=N4)C5=CN=CC=C5. Drug 1: C1=C(C(=O)NC(=O)N1)F. Synergy scores: CSS=70.9, Synergy_ZIP=-10.5, Synergy_Bliss=-22.2, Synergy_Loewe=-22.9, Synergy_HSA=-21.0. Cell line: RPMI-8226. (4) Drug 1: C1=CN(C(=O)N=C1N)C2C(C(C(O2)CO)O)O.Cl. Drug 2: C1C(C(OC1N2C=NC3=C(N=C(N=C32)Cl)N)CO)O. Cell line: SK-MEL-5. Synergy scores: CSS=34.9, Synergy_ZIP=-8.87, Synergy_Bliss=0.00789, Synergy_Loewe=1.07, Synergy_HSA=2.48. (5) Drug 1: C1CCC(C1)C(CC#N)N2C=C(C=N2)C3=C4C=CNC4=NC=N3. Drug 2: CS(=O)(=O)OCCCCOS(=O)(=O)C. Cell line: NCI-H522. Synergy scores: CSS=6.40, Synergy_ZIP=-4.43, Synergy_Bliss=0.566, Synergy_Loewe=-1.56, Synergy_HSA=0.714. (6) Drug 1: C1=NC2=C(N=C(N=C2N1C3C(C(C(O3)CO)O)O)F)N. Drug 2: C1C(C(OC1N2C=NC3=C2NC=NCC3O)CO)O. Cell line: SR. Synergy scores: CSS=7.85, Synergy_ZIP=-2.32, Synergy_Bliss=-2.67, Synergy_Loewe=-4.32, Synergy_HSA=-4.01. (7) Drug 1: C1=C(C(=O)NC(=O)N1)N(CCCl)CCCl. Drug 2: CC1C(C(CC(O1)OC2CC(CC3=C2C(=C4C(=C3O)C(=O)C5=C(C4=O)C(=CC=C5)OC)O)(C(=O)CO)O)N)O.Cl. Cell line: MDA-MB-435. Synergy scores: CSS=54.7, Synergy_ZIP=-6.19, Synergy_Bliss=-0.916, Synergy_Loewe=-4.37, Synergy_HSA=3.01. (8) Drug 1: CN1CCC(CC1)COC2=C(C=C3C(=C2)N=CN=C3NC4=C(C=C(C=C4)Br)F)OC. Drug 2: C1=CC=C(C=C1)NC(=O)CCCCCCC(=O)NO. Cell line: SF-539. Synergy scores: CSS=8.07, Synergy_ZIP=-5.69, Synergy_Bliss=-10.4, Synergy_Loewe=-10.7, Synergy_HSA=-8.80. (9) Drug 1: CN1C(=O)N2C=NC(=C2N=N1)C(=O)N. Drug 2: CC1=C(N=C(N=C1N)C(CC(=O)N)NCC(C(=O)N)N)C(=O)NC(C(C2=CN=CN2)OC3C(C(C(C(O3)CO)O)O)OC4C(C(C(C(O4)CO)O)OC(=O)N)O)C(=O)NC(C)C(C(C)C(=O)NC(C(C)O)C(=O)NCCC5=NC(=CS5)C6=NC(=CS6)C(=O)NCCC[S+](C)C)O. Cell line: COLO 205. Synergy scores: CSS=6.84, Synergy_ZIP=-4.14, Synergy_Bliss=0.342, Synergy_Loewe=-13.9, Synergy_HSA=-0.0178. (10) Drug 1: C1=CC(=CC=C1CCC2=CNC3=C2C(=O)NC(=N3)N)C(=O)NC(CCC(=O)O)C(=O)O. Drug 2: CC1C(C(=O)NC(C(=O)N2CCCC2C(=O)N(CC(=O)N(C(C(=O)O1)C(C)C)C)C)C(C)C)NC(=O)C3=C4C(=C(C=C3)C)OC5=C(C(=O)C(=C(C5=N4)C(=O)NC6C(OC(=O)C(N(C(=O)CN(C(=O)C7CCCN7C(=O)C(NC6=O)C(C)C)C)C)C(C)C)C)N)C. Cell line: OVCAR3. Synergy scores: CSS=21.7, Synergy_ZIP=-1.17, Synergy_Bliss=-2.73, Synergy_Loewe=-3.29, Synergy_HSA=-2.57.